Dataset: Reaction yield outcomes from USPTO patents with 853,638 reactions. Task: Predict the reaction yield, written as a fraction of the theoretical maximum amount of product (1.0 means a 100% yield; for example, 0.34 means a 34% yield). The reactants are Cl[C:2]1[N:6]([CH3:7])[N:5]=[CH:4][C:3]=1[N+:8]([O-:10])=[O:9].[F:11][C@@H:12]1[CH2:16][CH2:15][NH:14][CH2:13]1. The product is [F:11][C@@H:12]1[CH2:16][CH2:15][N:14]([C:2]2[N:6]([CH3:7])[N:5]=[CH:4][C:3]=2[N+:8]([O-:10])=[O:9])[CH2:13]1. No catalyst specified. The yield is 0.580.